Dataset: CYP3A4 inhibition data for predicting drug metabolism from PubChem BioAssay. Task: Regression/Classification. Given a drug SMILES string, predict its absorption, distribution, metabolism, or excretion properties. Task type varies by dataset: regression for continuous measurements (e.g., permeability, clearance, half-life) or binary classification for categorical outcomes (e.g., BBB penetration, CYP inhibition). Dataset: cyp3a4_veith. (1) The drug is CC1(C)OCC([C@H](O)C2=CCCCC2=O)CO1. The result is 0 (non-inhibitor). (2) The compound is Cl.c1csc(CNCCCN2CCOCC2)c1. The result is 0 (non-inhibitor). (3) The drug is Cc1ccc2nc(N3CCN(S(=O)(=O)c4ccc5c(c4)OCCO5)CC3)c(C#N)cc2c1. The result is 1 (inhibitor). (4) The drug is CCC(C)(C)c1ccc(Oc2cccc(C(=O)O)c2)cc1. The result is 0 (non-inhibitor). (5) The compound is COC(=O)[C@H](C)NC(=O)[C@@H](C)CO. The result is 0 (non-inhibitor). (6) The drug is COc1ccc(CNc2nc3ccccc3n2Cc2ccccc2)cc1OC. The result is 1 (inhibitor). (7) The molecule is Br.COc1ccc2c(c1)nc(SCC(=O)c1ccc(Br)s1)n2C. The result is 1 (inhibitor). (8) The compound is N#Cc1c(-c2ccc(Cl)cc2)nc2n(c1=O)CCCS2. The result is 0 (non-inhibitor). (9) The drug is O=[N+]([O-])c1ccc2nc3ccccc3n2c1. The result is 0 (non-inhibitor). (10) The drug is O=C(O)c1ccc2c3c1cccc3c(=O)n1c3ccccc3nc21. The result is 0 (non-inhibitor).